Dataset: Full USPTO retrosynthesis dataset with 1.9M reactions from patents (1976-2016). Task: Predict the reactants needed to synthesize the given product. (1) Given the product [F:34][C:2]([F:1])([F:33])[CH:3]([C:24]1[CH:25]=[C:26]([Cl:32])[C:27]([Cl:31])=[C:28]([Cl:30])[CH:29]=1)/[CH:4]=[CH:5]/[C:6]1[CH:11]=[CH:10][C:9]([NH:12][NH2:13])=[CH:8][CH:7]=1, predict the reactants needed to synthesize it. The reactants are: [F:1][C:2]([F:34])([F:33])[CH:3]([C:24]1[CH:29]=[C:28]([Cl:30])[C:27]([Cl:31])=[C:26]([Cl:32])[CH:25]=1)/[CH:4]=[CH:5]/[C:6]1[CH:11]=[CH:10][C:9]([NH:12][N:13]2C(=O)C3C(=CC=CC=3)C2=O)=[CH:8][CH:7]=1.O.NN. (2) Given the product [F:22][CH:18]([F:23])[O:1][C:2]1[C:3]([CH3:11])=[CH:4][C:5]([CH:6]=[O:7])=[CH:8][C:9]=1[CH3:10], predict the reactants needed to synthesize it. The reactants are: [OH:1][C:2]1[C:9]([CH3:10])=[CH:8][C:5]([CH:6]=[O:7])=[CH:4][C:3]=1[CH3:11].CN(C)C=O.Cl[C:18]([F:23])([F:22])C([O-])=O.[Na+].C(=O)([O-])[O-].[K+].[K+]. (3) Given the product [Br:1][C:2]1[CH:3]=[C:4]2[C:9](=[CH:10][CH:11]=1)[N:8]=[C:7]([N:30]1[CH2:31][CH2:32][N:27]([C:22]3[CH:23]=[CH:24][CH:25]=[CH:26][N:21]=3)[CH2:28][CH2:29]1)[C:6]1[C:13](=[O:20])[C:14]3[C:19]([C:5]2=1)=[CH:18][CH:17]=[CH:16][CH:15]=3, predict the reactants needed to synthesize it. The reactants are: [Br:1][C:2]1[CH:3]=[C:4]2[C:9](=[CH:10][CH:11]=1)[N:8]=[C:7](Cl)[C:6]1[C:13](=[O:20])[C:14]3[C:19]([C:5]2=1)=[CH:18][CH:17]=[CH:16][CH:15]=3.[N:21]1[CH:26]=[CH:25][CH:24]=[CH:23][C:22]=1[N:27]1[CH2:32][CH2:31][NH:30][CH2:29][CH2:28]1.O. (4) Given the product [CH3:8][C@H:9]([O:13][C:14]1[N:22]=[C:21]2[C:17]([N:18]=[C:19]([O:23][CH3:24])[N:20]2[CH2:27][CH2:28][CH2:29][CH2:30][CH:31]2[CH2:36][CH2:35][CH2:34][O:33][CH2:32]2)=[C:16]([NH2:25])[N:15]=1)[CH2:10][CH2:11][CH3:12], predict the reactants needed to synthesize it. The reactants are: FC(F)(F)C(O)=O.[CH3:8][C@H:9]([O:13][C:14]1[NH:15][C:16]([NH2:25])=[C:17]2[C:21]([N:22]=1)=[N:20][C:19]([O:23][CH3:24])=[N:18]2)[CH2:10][CH2:11][CH3:12].Br[CH2:27][CH2:28][CH2:29][CH2:30][CH:31]1[CH2:36][CH2:35][CH2:34][O:33][CH2:32]1. (5) Given the product [CH:1]1([C@@:4]2([C:29]#[N:30])[CH2:8][CH2:7][N:6]([C:9]3[CH:14]=[CH:13][N:12]=[C:11]([NH:15][C:16]4[CH:21]=[CH:20][C:19]([N:22]5[CH2:23][CH2:24][O:25][CH2:26][CH2:27]5)=[CH:18][N:17]=4)[CH:10]=3)[C:5]2=[O:28])[CH2:3][CH2:2]1, predict the reactants needed to synthesize it. The reactants are: [CH:1]1([C:4]2([C:29]#[N:30])[CH2:8][CH2:7][N:6]([C:9]3[CH:14]=[CH:13][N:12]=[C:11]([NH:15][C:16]4[CH:21]=[CH:20][C:19]([N:22]5[CH2:27][CH2:26][O:25][CH2:24][CH2:23]5)=[CH:18][N:17]=4)[CH:10]=3)[C:5]2=[O:28])[CH2:3][CH2:2]1.C(=O)=O.CC(O)C.C(#N)C.C(NCC)C. (6) The reactants are: N[C:2]1[CH:3]=[C:4]([C:9]2[CH:14]=[CH:13][C:12]([C:15]([O:17][CH3:18])=[O:16])=[CH:11][C:10]=2[CH3:19])[CH:5]=[CH:6][C:7]=1[Cl:8].N(OC(C)(C)C)=O.C(Br)(Br)[Br:28]. Given the product [Br:28][C:2]1[CH:3]=[C:4]([C:9]2[CH:14]=[CH:13][C:12]([C:15]([O:17][CH3:18])=[O:16])=[CH:11][C:10]=2[CH3:19])[CH:5]=[CH:6][C:7]=1[Cl:8], predict the reactants needed to synthesize it.